Task: Regression. Given a peptide amino acid sequence and an MHC pseudo amino acid sequence, predict their binding affinity value. This is MHC class II binding data.. Dataset: Peptide-MHC class II binding affinity with 134,281 pairs from IEDB (1) The peptide sequence is LMSSLHLKRYYGRIL. The MHC is DRB1_0901 with pseudo-sequence DRB1_0901. The binding affinity (normalized) is 0.111. (2) The peptide sequence is GKLIHEWCCRSCTLP. The MHC is DRB1_0405 with pseudo-sequence DRB1_0405. The binding affinity (normalized) is 0.246. (3) The peptide sequence is KMPMYIAGYKTFDGR. The MHC is HLA-DPA10201-DPB10501 with pseudo-sequence HLA-DPA10201-DPB10501. The binding affinity (normalized) is 0.331. (4) The peptide sequence is DANNYEQQEQASQQI. The MHC is DRB1_1501 with pseudo-sequence DRB1_1501. The binding affinity (normalized) is 0. (5) The MHC is DRB1_0404 with pseudo-sequence DRB1_0404. The binding affinity (normalized) is 0.743. The peptide sequence is YPKFLANVSTVLTGK. (6) The peptide sequence is GADQGCAINFGKREL. The MHC is DRB1_1301 with pseudo-sequence DRB1_1301. The binding affinity (normalized) is 0.199. (7) The peptide sequence is IGKLFTQTMKGVERL. The MHC is DRB3_0301 with pseudo-sequence DRB3_0301. The binding affinity (normalized) is 0.534. (8) The peptide sequence is QFHPPHIEIQMLKNG. The MHC is H-2-IAd with pseudo-sequence H-2-IAd. The binding affinity (normalized) is 0.